From a dataset of Buchwald-Hartwig C-N cross coupling reaction yields with 55,370 reactions. Predict the reaction yield, written as a fraction of the theoretical maximum amount of product (1.0 means a 100% yield; for example, 0.34 means a 34% yield). (1) The reactants are Ic1ccccn1.Cc1ccc(N)cc1.O=S(=O)(O[Pd]1c2ccccc2-c2ccccc2N~1)C(F)(F)F.COc1ccc(OC)c(P([C@]23C[C@H]4C[C@H](C[C@H](C4)C2)C3)[C@]23C[C@H]4C[C@H](C[C@H](C4)C2)C3)c1-c1c(C(C)C)cc(C(C)C)cc1C(C)C.CN1CCCN2CCCN=C12.Cc1ccno1. No catalyst specified. The product is Cc1ccc(Nc2ccccn2)cc1. The yield is 0.903. (2) The reactants are Brc1cccnc1.Cc1ccc(N)cc1.O=S(=O)(O[Pd]1c2ccccc2-c2ccccc2N~1)C(F)(F)F.COc1ccc(OC)c(P(C(C)(C)C)C(C)(C)C)c1-c1c(C(C)C)cc(C(C)C)cc1C(C)C.CCN=P(N=P(N(C)C)(N(C)C)N(C)C)(N(C)C)N(C)C.c1ccc(CN(Cc2ccccc2)c2ccon2)cc1. No catalyst specified. The product is Cc1ccc(Nc2cccnc2)cc1. The yield is 0.373. (3) The reactants are COc1ccc(Br)cc1.Cc1ccc(N)cc1.O=S(=O)(O[Pd]1c2ccccc2-c2ccccc2N~1)C(F)(F)F.COc1ccc(OC)c(P([C@]23C[C@H]4C[C@H](C[C@H](C4)C2)C3)[C@]23C[C@H]4C[C@H](C[C@H](C4)C2)C3)c1-c1c(C(C)C)cc(C(C)C)cc1C(C)C.CCN=P(N=P(N(C)C)(N(C)C)N(C)C)(N(C)C)N(C)C.CCOC(=O)c1cc(C)on1. No catalyst specified. The product is COc1ccc(Nc2ccc(C)cc2)cc1. The yield is 0.477.